Dataset: Catalyst prediction with 721,799 reactions and 888 catalyst types from USPTO. Task: Predict which catalyst facilitates the given reaction. (1) Reactant: FC(F)(F)C(O)=O.[NH2:8][C@@H:9]([CH2:13][C:14]1[CH:19]=[C:18]([O:20][C:21]2[CH:26]=[CH:25][CH:24]=[C:23]([C:27]([F:30])([F:29])[F:28])[CH:22]=2)[CH:17]=[CH:16][C:15]=1[N+:31]([O-])=O)[C:10]([OH:12])=O.Cl.O.O.[Sn](Cl)Cl. Product: [NH2:8][C@H:9]1[CH2:13][C:14]2[C:15](=[CH:16][CH:17]=[C:18]([O:20][C:21]3[CH:26]=[CH:25][CH:24]=[C:23]([C:27]([F:30])([F:28])[F:29])[CH:22]=3)[CH:19]=2)[NH:31][C:10]1=[O:12]. The catalyst class is: 5. (2) Reactant: [OH:1]/[N:2]=[C:3](/[C:6]1[CH:7]=[N:8][CH:9]=[CH:10][CH:11]=1)\[C:4]#[N:5].[C:12]([O:16][C:17](=[O:27])[NH:18][C:19]1[CH:24]=[CH:23][CH:22]=[C:21]([CH2:25]Cl)[N:20]=1)([CH3:15])([CH3:14])[CH3:13].[I-].[K+].C(=O)([O-])[O-].[Cs+].[Cs+]. Product: [C:4]([C:3](=[N:2][O:1][CH2:25][C:21]1[N:20]=[C:19]([NH:18][C:17](=[O:27])[O:16][C:12]([CH3:14])([CH3:13])[CH3:15])[CH:24]=[CH:23][CH:22]=1)[C:6]1[CH:7]=[N:8][CH:9]=[CH:10][CH:11]=1)#[N:5]. The catalyst class is: 444. (3) Reactant: [CH3:1][C:2]([CH3:23])([CH3:22])[C:3](=[O:21])[CH2:4][O:5][C:6]1[N:10]([C:11]2[CH:16]=[CH:15][CH:14]=[CH:13][C:12]=2[F:17])[N:9]=[C:8]([C:18]([OH:20])=O)[CH:7]=1.[B-](F)(F)(F)F.CCOC(C(C#N)=NOC(N(C)C)=[N+](C)C)=O.[NH2:46][C@H:47]([C:52]1[CH:57]=[CH:56][CH:55]=[CH:54][C:53]=1[CH3:58])[CH2:48][C:49]([OH:51])=[O:50]. Product: [CH3:23][C:2]([CH3:22])([CH3:1])[C:3](=[O:21])[CH2:4][O:5][C:6]1[N:10]([C:11]2[CH:16]=[CH:15][CH:14]=[CH:13][C:12]=2[F:17])[N:9]=[C:8]([C:18]([NH:46][C@H:47]([C:52]2[CH:57]=[CH:56][CH:55]=[CH:54][C:53]=2[CH3:58])[CH2:48][C:49]([OH:51])=[O:50])=[O:20])[CH:7]=1. The catalyst class is: 3. (4) Reactant: [Cl:1][C:2]1[CH:3]=[C:4]([CH:12]=[C:13]([Cl:15])[CH:14]=1)[CH2:5][N:6]1[CH:10]=[CH:9][N:8]=[C:7]1[NH2:11].[CH3:16][C:17]([O:20][C:21](O[C:21]([O:20][C:17]([CH3:19])([CH3:18])[CH3:16])=[O:22])=[O:22])([CH3:19])[CH3:18]. Product: [C:17]([O:20][C:21](=[O:22])[NH:11][C:7]1[N:6]([CH2:5][C:4]2[CH:3]=[C:2]([Cl:1])[CH:14]=[C:13]([Cl:15])[CH:12]=2)[CH:10]=[CH:9][N:8]=1)([CH3:19])([CH3:18])[CH3:16]. The catalyst class is: 1. (5) Reactant: [CH:1]([C:4]1[NH:5][C:6]2[CH:12]=[CH:11][CH:10]=[CH:9][C:7]=2[N:8]=1)([CH3:3])[CH3:2].[H-].[Na+].Cl[CH2:16][C:17]1[CH:22]=[CH:21][C:20]([N+:23]([O-])=O)=[CH:19][CH:18]=1. Product: [CH:1]([C:4]1[N:5]([CH2:16][C:17]2[CH:22]=[CH:21][C:20]([NH2:23])=[CH:19][CH:18]=2)[C:6]2[CH:12]=[CH:11][CH:10]=[CH:9][C:7]=2[N:8]=1)([CH3:3])[CH3:2]. The catalyst class is: 1. (6) Reactant: [CH2:1]([N:8]1[C:14](=O)[CH2:13][C@H:12]([CH2:16][C:17]2[CH:22]=[CH:21][CH:20]=[CH:19][CH:18]=2)[NH:11][C:10](=O)[CH2:9]1)[C:2]1[CH:7]=[CH:6][CH:5]=[CH:4][CH:3]=1.C1COCC1.[H-].[Al+3].[Li+].[H-].[H-].[H-].[OH-].[Na+]. Product: [CH2:1]([N:8]1[CH2:14][CH2:13][C@H:12]([CH2:16][C:17]2[CH:22]=[CH:21][CH:20]=[CH:19][CH:18]=2)[NH:11][CH2:10][CH2:9]1)[C:2]1[CH:3]=[CH:4][CH:5]=[CH:6][CH:7]=1. The catalyst class is: 162. (7) Reactant: [Cl:1][C:2]1[CH:19]=[CH:18][C:5]([CH2:6][NH:7][CH2:8][C:9]2[CH:14]=[CH:13][C:12]([CH:15]([CH3:17])[CH3:16])=[CH:11][CH:10]=2)=[CH:4][CH:3]=1.[CH2:20]([O:22][C@H:23]([C:36]([O:38][CH2:39][CH3:40])=[O:37])[CH2:24][C:25]1[CH:35]=[CH:34][C:28]([O:29][CH2:30][C:31](O)=[O:32])=[CH:27][CH:26]=1)[CH3:21].C(N(CC)C(C)C)(C)C.Cl.C([O-])(O)=O.[Na+]. Product: [Cl:1][C:2]1[CH:3]=[CH:4][C:5]([CH2:6][N:7]([CH2:8][C:9]2[CH:14]=[CH:13][C:12]([CH:15]([CH3:17])[CH3:16])=[CH:11][CH:10]=2)[C:31](=[O:32])[CH2:30][O:29][C:28]2[CH:27]=[CH:26][C:25]([CH2:24][C@H:23]([O:22][CH2:20][CH3:21])[C:36]([O:38][CH2:39][CH3:40])=[O:37])=[CH:35][CH:34]=2)=[CH:18][CH:19]=1. The catalyst class is: 2. (8) Reactant: [CH:1]([C:3]1[C:11]2[C:6](=[CH:7][CH:8]=[CH:9][CH:10]=2)[NH:5][CH:4]=1)=[O:2].[H-].[Na+].Br[CH2:15][C:16]([O:18][CH2:19][CH3:20])=[O:17]. Product: [CH2:19]([O:18][C:16](=[O:17])[CH2:15][N:5]1[C:6]2[C:11](=[CH:10][CH:9]=[CH:8][CH:7]=2)[C:3]([CH:1]=[O:2])=[CH:4]1)[CH3:20]. The catalyst class is: 9. (9) Reactant: C([O:4][CH2:5][CH:6]([C:19]1[O:20][C:21]([Br:34])=[C:22]([C:24]2[CH:29]=[CH:28][C:27]([C:30]([F:33])([F:32])[F:31])=[CH:26][CH:25]=2)[N:23]=1)[O:7][C:8]1[CH:13]=[CH:12][C:11]([F:14])=[C:10]([C:15](=[O:17])[NH2:16])[C:9]=1[F:18])(=O)C.C([O-])([O-])=O.[K+].[K+]. Product: [Br:34][C:21]1[O:20][C:19]([CH:6]([O:7][C:8]2[C:9]([F:18])=[C:10]([C:11]([F:14])=[CH:12][CH:13]=2)[C:15]([NH2:16])=[O:17])[CH2:5][OH:4])=[N:23][C:22]=1[C:24]1[CH:29]=[CH:28][C:27]([C:30]([F:31])([F:32])[F:33])=[CH:26][CH:25]=1. The catalyst class is: 24.